From a dataset of Retrosynthesis with 50K atom-mapped reactions and 10 reaction types from USPTO. Predict the reactants needed to synthesize the given product. (1) Given the product Nc1nc(CCCc2cn(CCCc3ccccc3)nn2)c[nH]1, predict the reactants needed to synthesize it. The reactants are: C#CCCCc1c[nH]c(N)n1.[N-]=[N+]=NCCCc1ccccc1. (2) Given the product COc1ccc2c(c1C#CC(C)(C)N1CCNCC1)O/C(=C\c1n[nH]c3ccccc13)C2=O, predict the reactants needed to synthesize it. The reactants are: COc1ccc2c(c1C#CC(C)(C)N1CCN(C(=O)OC(C)(C)C)CC1)O/C(=C\c1n[nH]c3ccccc13)C2=O.